From a dataset of Forward reaction prediction with 1.9M reactions from USPTO patents (1976-2016). Predict the product of the given reaction. (1) Given the reactants [CH2:1]([C@H:8]([NH:23][C:24](=[O:43])C1C=C(C2C=CC=CC=2)C=C(N2CCCC2=O)C=1)[C@@H:9]([OH:22])[CH2:10][C@H:11]([C:13](=O)NCCC(C)(C)C)C)[C:2]1[CH:7]=[CH:6][CH:5]=[CH:4][CH:3]=1.[CH3:44][O:45][C:46]1(C(O)=O)[CH:51]=[CH:50][CH:49]=[C:48]([N:52]2[CH2:56][CH2:55][CH2:54][C:53]2=[O:57])[NH:47]1.[CH:61]12[CH2:67][CH:64]([CH2:65][CH2:66]1)[CH2:63][CH:62]2[NH:68][C:69](=[O:84])[C@H](C)C[C@H](O)[C@@H](N)CC1C=CC=CC=1, predict the reaction product. The product is: [CH2:1]([C@H:8]([NH:23][C:24]([C:50]1[CH:49]=[C:48]([N:52]2[CH2:56][CH2:55][CH2:54][C:53]2=[O:57])[N:47]=[C:46]([O:45][CH3:44])[CH:51]=1)=[O:43])[C@@H:9]([OH:22])[CH2:10][CH2:11][CH2:13][C:69](=[O:84])[NH:68][CH:62]1[CH2:63][C@H:64]2[CH2:67][CH:61]1[CH2:66][CH2:65]2)[C:2]1[CH:3]=[CH:4][CH:5]=[CH:6][CH:7]=1. (2) Given the reactants Cl[C:2]1[C:3]([CH3:22])=[N:4][C:5]2[C:10]([N:11]=1)=[C:9]([C:12]1[NH:20][C:19]3[CH2:18][CH2:17][NH:16][C:15](=[O:21])[C:14]=3[CH:13]=1)[CH:8]=[CH:7][CH:6]=2.[O:23]1[CH:27]=[CH:26][C:25](B(O)O)=[CH:24]1.C([O-])([O-])=O.[Na+].[Na+].CO.C(Cl)Cl, predict the reaction product. The product is: [O:23]1[CH:27]=[CH:26][C:25]([C:2]2[C:3]([CH3:22])=[N:4][C:5]3[C:10]([N:11]=2)=[C:9]([C:12]2[NH:20][C:19]4[CH2:18][CH2:17][NH:16][C:15](=[O:21])[C:14]=4[CH:13]=2)[CH:8]=[CH:7][CH:6]=3)=[CH:24]1. (3) Given the reactants C([O:3][C:4](=[O:16])[CH2:5][C@H:6]1[CH2:11][CH2:10][N:9]2[C:12](=[O:15])[O:13][CH2:14][C@H:8]2[CH2:7]1)C.[Li+].[OH-], predict the reaction product. The product is: [O:15]=[C:12]1[N:9]2[CH2:10][CH2:11][C@H:6]([CH2:5][C:4]([OH:16])=[O:3])[CH2:7][C@@H:8]2[CH2:14][O:13]1. (4) Given the reactants C([O:3][C:4](=[O:30])[CH2:5][CH:6]([N:13]1[C:21]2[C:16](=[CH:17][C:18]([O:22][CH2:23][CH2:24][O:25][NH:26][C:27]([NH2:29])=[NH:28])=[CH:19][CH:20]=2)[CH:15]=[CH:14]1)[C:7]1[CH:12]=[CH:11][CH:10]=[CH:9][CH:8]=1)C.[OH-].[Li+].Cl, predict the reaction product. The product is: [NH:26]([O:25][CH2:24][CH2:23][O:22][C:18]1[CH:17]=[C:16]2[C:21](=[CH:20][CH:19]=1)[N:13]([CH:6]([C:7]1[CH:8]=[CH:9][CH:10]=[CH:11][CH:12]=1)[CH2:5][C:4]([OH:30])=[O:3])[CH:14]=[CH:15]2)[C:27]([NH2:29])=[NH:28]. (5) The product is: [CH3:2][C:3]1[N:4]=[CH:5][N:6]([C:8]2[C:13](=[O:14])[N:12]3[C:11]([C:15](=[O:17])[O:16][CH2:19][CH2:20]3)=[CH:10][CH:9]=2)[CH:7]=1. Given the reactants Cl.[CH3:2][C:3]1[N:4]=[CH:5][N:6]([C:8]2[C:13](=[O:14])[NH:12][C:11]([C:15]([OH:17])=[O:16])=[CH:10][CH:9]=2)[CH:7]=1.Br[CH2:19][CH2:20]Br.C(=O)([O-])[O-].[Cs+].[Cs+], predict the reaction product. (6) Given the reactants [CH3:1][C:2]1[CH:7]=[C:6](B2OC(C)(C)C(C)(C)O2)[CH:5]=[C:4]([CH3:17])[C:3]=1[NH2:18].Br[C:20]([C:22]([F:25])([F:24])[F:23])=[CH2:21].C1(P(C2C=CC=CC=2)C2C=CC=CC=2)C=CC=CC=1.[OH-].[Na+], predict the reaction product. The product is: [CH3:17][C:4]1[CH:5]=[C:6]([C:20]([C:22]([F:25])([F:24])[F:23])=[CH2:21])[CH:7]=[C:2]([CH3:1])[C:3]=1[NH2:18]. (7) Given the reactants Br[CH2:2][C:3]([CH2:26][CH3:27])=[CH:4][CH2:5][C:6]1[C:14]([O:15]CC[Si](C)(C)C)=[C:13]2[C:9]([CH2:10][O:11][C:12]2=[O:22])=[C:8]([CH3:23])[C:7]=1[CH2:24][CH3:25].C[Si](Br)(C)C.C[O:34][P:35]([O:38]C)[O:36]C, predict the reaction product. The product is: [CH2:26]([C:3](=[CH:4][CH2:5][C:6]1[C:14]([OH:15])=[C:13]2[C:9](=[C:8]([CH3:23])[C:7]=1[CH2:24][CH3:25])[CH2:10][O:11][C:12]2=[O:22])[CH2:2][P:35](=[O:34])([OH:38])[OH:36])[CH3:27]. (8) Given the reactants [N:1]1([CH2:5][CH2:6][N:7]2[CH:11]=[C:10]([C:12]3[CH:17]=[CH:16][N:15]=[C:14]([C:18]([F:21])([F:20])[F:19])[CH:13]=3)[N:9]=[C:8]2[CH:22]2[CH2:27][CH2:26][NH:25][CH2:24][CH2:23]2)[CH2:4][CH2:3][CH2:2]1.Cl[C:29]1[N:34]=[CH:33][N:32]=[C:31]([NH2:35])[C:30]=1[CH:36]([CH3:38])[CH3:37], predict the reaction product. The product is: [N:1]1([CH2:5][CH2:6][N:7]2[CH:11]=[C:10]([C:12]3[CH:17]=[CH:16][N:15]=[C:14]([C:18]([F:21])([F:19])[F:20])[CH:13]=3)[N:9]=[C:8]2[CH:22]2[CH2:23][CH2:24][N:25]([C:29]3[N:34]=[CH:33][N:32]=[C:31]([NH2:35])[C:30]=3[CH:36]([CH3:38])[CH3:37])[CH2:26][CH2:27]2)[CH2:2][CH2:3][CH2:4]1.